From a dataset of Full USPTO retrosynthesis dataset with 1.9M reactions from patents (1976-2016). Predict the reactants needed to synthesize the given product. (1) Given the product [Cl:1][C:2]1[N:3]=[C:4]([N:20]2[CH2:24][CH2:23][C@:22]([CH3:27])([OH:25])[CH2:21]2)[C:5]2[N:10]=[N:9][N:8]([CH2:11][C:12]3[CH:13]=[CH:14][C:15]([O:18][CH3:19])=[CH:16][CH:17]=3)[C:6]=2[N:7]=1, predict the reactants needed to synthesize it. The reactants are: [Cl:1][C:2]1[N:3]=[C:4]([N:20]2[CH2:24][CH2:23][C@H:22]([OH:25])[CH2:21]2)[C:5]2[N:10]=[N:9][N:8]([CH2:11][C:12]3[CH:17]=[CH:16][C:15]([O:18][CH3:19])=[CH:14][CH:13]=3)[C:6]=2[N:7]=1.Cl[C:27]1N=C(Cl)C2N=NN(CC3C=CC(OC)=CC=3)C=2N=1.CC1(O)CCNC1. (2) Given the product [NH2:7][CH2:8][CH:9]([OH:38])[CH2:10][NH:11][C:12](=[O:37])[C:13]1[CH:18]=[CH:17][C:16]([C:19]2[CH2:23][C:22]([C:28]3[CH:29]=[C:30]([Cl:35])[CH:31]=[C:32]([Cl:34])[CH:33]=3)([C:24]([F:26])([F:27])[F:25])[O:21][N:20]=2)=[CH:15][C:14]=1[CH3:36], predict the reactants needed to synthesize it. The reactants are: C(OC(=O)[NH:7][CH2:8][CH:9]([OH:38])[CH2:10][NH:11][C:12](=[O:37])[C:13]1[CH:18]=[CH:17][C:16]([C:19]2[CH2:23][C:22]([C:28]3[CH:33]=[C:32]([Cl:34])[CH:31]=[C:30]([Cl:35])[CH:29]=3)([C:24]([F:27])([F:26])[F:25])[O:21][N:20]=2)=[CH:15][C:14]=1[CH3:36])(C)(C)C.FC(F)(F)C(O)=O. (3) Given the product [CH:3]([C@:6]1([C:12]([N:14]2[CH2:19][CH2:18][N:17]([C:20]3[N:25]=[C:24]([C:26]([F:27])([F:28])[F:29])[CH:23]=[CH:22][N:21]=3)[CH2:16][CH2:15]2)=[O:13])[CH2:10][CH2:9][C@@H:8]([NH:11][CH:37]2[CH2:36][CH2:35][O:34][CH2:33][CH:32]2[O:31][CH3:30])[CH2:7]1)([CH3:5])[CH3:4], predict the reactants needed to synthesize it. The reactants are: Cl.Cl.[CH:3]([C@:6]1([C:12]([N:14]2[CH2:19][CH2:18][N:17]([C:20]3[N:25]=[C:24]([C:26]([F:29])([F:28])[F:27])[CH:23]=[CH:22][N:21]=3)[CH2:16][CH2:15]2)=[O:13])[CH2:10][CH2:9][C@@H:8]([NH2:11])[CH2:7]1)([CH3:5])[CH3:4].[CH3:30][O:31][CH:32]1[C:37](=O)[CH2:36][CH2:35][O:34][CH2:33]1.C(N(CC)CC)C.C(O[BH-](OC(=O)C)OC(=O)C)(=O)C.[Na+]. (4) Given the product [O:31]=[C:6]([N:7]1[CH2:8][CH:9]2[CH:11]([N:10]2[S:13]([C:16]2[C:21]([CH:22]([CH3:23])[CH3:24])=[CH:20][C:19]([CH:25]([CH3:27])[CH3:26])=[CH:18][C:17]=2[CH:28]([CH3:30])[CH3:29])(=[O:15])=[O:14])[CH2:12]1)[CH2:5][CH2:4][C:3]([OH:32])=[O:2], predict the reactants needed to synthesize it. The reactants are: C[O:2][C:3](=[O:32])[CH2:4][CH2:5][C:6](=[O:31])[N:7]1[CH2:12][CH:11]2[CH:9]([N:10]2[S:13]([C:16]2[C:21]([CH:22]([CH3:24])[CH3:23])=[CH:20][C:19]([CH:25]([CH3:27])[CH3:26])=[CH:18][C:17]=2[CH:28]([CH3:30])[CH3:29])(=[O:15])=[O:14])[CH2:8]1.[OH-].[Na+]. (5) The reactants are: [Cl:1][C:2]1[CH:10]=[CH:9][C:5]2[NH:6][CH:7]=[N:8][C:4]=2[CH:3]=1.Cl[C:12]([C:25]1[CH:30]=[CH:29][CH:28]=[CH:27][CH:26]=1)([C:19]1[CH:24]=[CH:23][CH:22]=[CH:21][CH:20]=1)[C:13]1[CH:18]=[CH:17][CH:16]=[CH:15][CH:14]=1. Given the product [Cl:1][C:2]1[CH:10]=[CH:9][C:5]2[N:6]([C:12]([C:13]3[CH:18]=[CH:17][CH:16]=[CH:15][CH:14]=3)([C:25]3[CH:26]=[CH:27][CH:28]=[CH:29][CH:30]=3)[C:19]3[CH:20]=[CH:21][CH:22]=[CH:23][CH:24]=3)[CH:7]=[N:8][C:4]=2[CH:3]=1, predict the reactants needed to synthesize it.